The task is: Binary Classification. Given a T-cell receptor sequence (or CDR3 region) and an epitope sequence, predict whether binding occurs between them.. This data is from TCR-epitope binding with 47,182 pairs between 192 epitopes and 23,139 TCRs. (1) The epitope is EIYKRWII. The TCR CDR3 sequence is CASSPFGGSFNEQYF. Result: 0 (the TCR does not bind to the epitope). (2) The epitope is TPGPGVRYPL. The TCR CDR3 sequence is CASGTGQLTNTEAFF. Result: 0 (the TCR does not bind to the epitope). (3) The epitope is YLQPRTFLL. The TCR CDR3 sequence is CASSPDIQAFF. Result: 1 (the TCR binds to the epitope). (4) The epitope is TTLPVNVAF. The TCR CDR3 sequence is CASSAFVQRGGSNEQFF. Result: 0 (the TCR does not bind to the epitope). (5) The epitope is TSNQVAVLY. The TCR CDR3 sequence is CASSFSWRVNYNEQFF. Result: 0 (the TCR does not bind to the epitope). (6) The TCR CDR3 sequence is CATGLAEADTQYF. Result: 0 (the TCR does not bind to the epitope). The epitope is RISNCVADY. (7) The epitope is GTHWFVTQR. Result: 0 (the TCR does not bind to the epitope). The TCR CDR3 sequence is CATSDRGQGANWDEQFF.